This data is from Full USPTO retrosynthesis dataset with 1.9M reactions from patents (1976-2016). The task is: Predict the reactants needed to synthesize the given product. (1) Given the product [N:92]1[CH:97]=[CH:96][CH:95]=[CH:94][C:93]=1[CH2:1][NH:2][C:3]([C:5]1[CH:6]=[N:7][N:8]([C:10]2[N:18]=[C:17]3[C:13]([N:14]=[CH:15][N:16]3[C@@H:19]3[CH2:23][C@H:22]([NH:24][C:25](=[O:28])[CH2:26][OH:48])[C@@H:21]([OH:29])[C@H:20]3[OH:30])=[C:12]([NH:31][CH2:32][CH:33]([C:34]3[CH:35]=[CH:36][CH:37]=[CH:38][CH:39]=3)[C:40]3[CH:41]=[CH:42][CH:43]=[CH:44][CH:45]=3)[N:11]=2)[CH:9]=1)=[O:4], predict the reactants needed to synthesize it. The reactants are: [CH3:1][NH:2][C:3]([C:5]1[CH:6]=[N:7][N:8]([C:10]2[N:18]=[C:17]3[C:13]([N:14]=[CH:15][N:16]3[C@@H:19]3[CH2:23][C@H:22]([NH:24][C:25](=[O:28])[CH2:26]C)[C@@H:21]([OH:29])[C@H:20]3[OH:30])=[C:12]([NH:31][CH2:32][CH:33]([C:40]3[CH:45]=[CH:44][CH:43]=[CH:42][CH:41]=3)[C:34]3[CH:39]=[CH:38][CH:37]=[CH:36][CH:35]=3)[N:11]=2)[CH:9]=1)=[O:4].C([O:48]C(C1C=NN(C2N=C3C(N=CN3[C@@H]3C[C@H](NC(=O)CC)[C@@H](O)[C@H]3O)=C(NCC(C3C=CC=CC=3)C3C=CC=CC=3)N=2)C=1)=O)C.[N:92]1[CH:97]=[CH:96][CH:95]=[CH:94][C:93]=1CN.CN. (2) Given the product [Cl:1][C:2]1[CH:3]=[C:4]([C:8]([CH3:13])([CH3:12])[C:9]([Cl:16])=[O:10])[CH:5]=[CH:6][CH:7]=1, predict the reactants needed to synthesize it. The reactants are: [Cl:1][C:2]1[CH:3]=[C:4]([C:8]([CH3:13])([CH3:12])[C:9](O)=[O:10])[CH:5]=[CH:6][CH:7]=1.S(Cl)([Cl:16])=O.